From a dataset of Full USPTO retrosynthesis dataset with 1.9M reactions from patents (1976-2016). Predict the reactants needed to synthesize the given product. (1) Given the product [CH2:1]([O:8][C@H:9]1[C@H:14]([O:15][CH2:16][C:17]2[CH:18]=[CH:19][CH:20]=[CH:21][CH:22]=2)[C@@H:13]([O:23][CH2:24][C:25]2[CH:30]=[CH:29][CH:28]=[CH:27][CH:26]=2)[C@@:12]([C:33]2[CH:38]=[CH:37][C:36]([Cl:39])=[C:35]([CH2:40][C:41]3[CH:42]=[CH:43][C:44]([O:47][CH2:48][CH3:49])=[CH:45][CH:46]=3)[CH:34]=2)([O:31][CH3:32])[O:11][C@@:10]1([CH2:63][OH:64])[CH:50]=[O:51])[C:2]1[CH:7]=[CH:6][CH:5]=[CH:4][CH:3]=1, predict the reactants needed to synthesize it. The reactants are: [CH2:1]([O:8][C@H:9]1[C@H:14]([O:15][CH2:16][C:17]2[CH:22]=[CH:21][CH:20]=[CH:19][CH:18]=2)[C@@H:13]([O:23][CH2:24][C:25]2[CH:30]=[CH:29][CH:28]=[CH:27][CH:26]=2)[C@@:12]([C:33]2[CH:38]=[CH:37][C:36]([Cl:39])=[C:35]([CH2:40][C:41]3[CH:46]=[CH:45][C:44]([O:47][CH2:48][CH3:49])=[CH:43][CH:42]=3)[CH:34]=2)([O:31][CH3:32])[O:11][C@@H:10]1[CH:50]=[O:51])[C:2]1[CH:7]=[CH:6][CH:5]=[CH:4][CH:3]=1.N12CCCN=C1CCCCC2.[CH2:63]=[O:64]. (2) Given the product [OH:2][C:3]1[CH:8]=[C:7]([C:9]([F:12])([F:11])[F:10])[CH:6]=[CH:5][C:4]=1[C:13]1[C:22]2[C:17](=[CH:18][C:19]([S:23]([NH:26][C:27]3[S:28][CH:29]=[CH:30][N:31]=3)(=[O:24])=[O:25])=[CH:20][CH:21]=2)[N:16]=[CH:15][N:14]=1, predict the reactants needed to synthesize it. The reactants are: C[O:2][C:3]1[CH:8]=[C:7]([C:9]([F:12])([F:11])[F:10])[CH:6]=[CH:5][C:4]=1[C:13]1[C:22]2[C:17](=[CH:18][C:19]([S:23]([NH:26][C:27]3[S:28][CH:29]=[CH:30][N:31]=3)(=[O:25])=[O:24])=[CH:20][CH:21]=2)[N:16]=[CH:15][N:14]=1.C(Cl)Cl.B(Br)(Br)Br. (3) Given the product [CH:1]1([CH2:4][O:5][C:6]2[N:11]=[CH:10][N:9]=[C:8]([NH2:12])[CH:7]=2)[CH2:3][CH2:2][CH2:14][CH2:13]1, predict the reactants needed to synthesize it. The reactants are: [CH:1]1([CH2:4][O:5][C:6]2[N:11]=[CH:10][N:9]=[C:8]([NH2:12])[CH:7]=2)[CH2:3][CH2:2]1.[CH:13]1(CO)CCC[CH2:14]1. (4) Given the product [CH2:6]=[CH:7][C:8]1[CH:13]=[CH:12][C:11]([S:14]([Cl:3])(=[O:17])=[O:15])=[CH:10][CH:9]=1, predict the reactants needed to synthesize it. The reactants are: S(Cl)([Cl:3])=O.[Na+].[CH2:6]=[CH:7][C:8]1[CH:13]=[CH:12][C:11]([S:14]([O-:17])(=O)=[O:15])=[CH:10][CH:9]=1. (5) Given the product [C:4]([O:6][CH2:7][CH2:8][O:9][C:10]1[CH:11]=[CH:12][C:13]([CH2:16][C:17]([C:20]([C:22]([OH:40])([CH2:24][C:25]2[CH:30]=[CH:29][C:28]([O:31][CH2:32][CH2:33][O:34][C:35](=[O:39])[CH:36]=[CH2:37])=[CH:27][CH:26]=2)[CH3:23])=[O:21])([OH:19])[CH3:18])=[CH:14][CH:15]=1)(=[O:5])[CH:3]=[CH2:2], predict the reactants needed to synthesize it. The reactants are: Br[CH2:2][CH2:3][C:4]([O:6][CH2:7][CH2:8][O:9][C:10]1[CH:15]=[CH:14][C:13]([CH2:16][C:17]([C:20]([C:22]([OH:40])([CH2:24][C:25]2[CH:30]=[CH:29][C:28]([O:31][CH2:32][CH2:33][O:34][C:35](=[O:39])[CH2:36][CH2:37]Br)=[CH:27][CH:26]=2)[CH3:23])=[O:21])([OH:19])[CH3:18])=[CH:12][CH:11]=1)=[O:5].C([O-])([O-])=O.[K+].[K+]. (6) Given the product [NH2:34][CH2:33][CH2:32][CH2:31][N:22]([CH:18]([C:9]1[N:8]([CH2:1][C:2]2[CH:3]=[CH:4][CH:5]=[CH:6][CH:7]=2)[C:16]2[C:11]([CH:10]=1)=[CH:12][C:13]([Cl:17])=[CH:14][CH:15]=2)[CH:19]([CH3:21])[CH3:20])[C:23](=[O:30])[C:24]1[CH:29]=[CH:28][CH:27]=[CH:26][CH:25]=1, predict the reactants needed to synthesize it. The reactants are: [CH2:1]([N:8]1[C:16]2[C:11](=[CH:12][C:13]([Cl:17])=[CH:14][CH:15]=2)[CH:10]=[C:9]1[CH:18]([N:22]([CH2:31][CH2:32][CH2:33][N:34]1C(=O)C2C(=CC=CC=2)C1=O)[C:23](=[O:30])[C:24]1[CH:29]=[CH:28][CH:27]=[CH:26][CH:25]=1)[CH:19]([CH3:21])[CH3:20])[C:2]1[CH:7]=[CH:6][CH:5]=[CH:4][CH:3]=1.NN.O. (7) The reactants are: [CH:1]1([C:4]2[C:5]([O:13][CH2:14][C:15]([F:18])([F:17])[F:16])=[CH:6][C:7]([C:10]([OH:12])=O)=[N:8][CH:9]=2)[CH2:3][CH2:2]1.C1N=CN(C(N2C=NC=C2)=O)C=1.O[N:32]=[C:33]([CH:35]1[CH2:37][CH2:36]1)[NH2:34]. Given the product [CH:35]1([C:33]2[N:34]=[C:10]([C:7]3[CH:6]=[C:5]([O:13][CH2:14][C:15]([F:18])([F:17])[F:16])[C:4]([CH:1]4[CH2:2][CH2:3]4)=[CH:9][N:8]=3)[O:12][N:32]=2)[CH2:37][CH2:36]1, predict the reactants needed to synthesize it.